This data is from Catalyst prediction with 721,799 reactions and 888 catalyst types from USPTO. The task is: Predict which catalyst facilitates the given reaction. (1) Reactant: [O:1]=[C:2]1[C:11]2[C:6](=[CH:7][CH:8]=[CH:9][CH:10]=2)[N:5]=[C:4]([CH2:12][CH2:13][CH2:14][C:15]([OH:17])=O)[NH:3]1.[Cl:18][C:19]1[CH:34]=[CH:33][C:22]2[N:23]([CH:27]3[CH2:32][CH2:31][NH:30][CH2:29][CH2:28]3)[C:24](=[O:26])[NH:25][C:21]=2[CH:20]=1. Product: [Cl:18][C:19]1[CH:34]=[CH:33][C:22]2[N:23]([CH:27]3[CH2:28][CH2:29][N:30]([C:15](=[O:17])[CH2:14][CH2:13][CH2:12][C:4]4[NH:3][C:2](=[O:1])[C:11]5[C:6](=[CH:7][CH:8]=[CH:9][CH:10]=5)[N:5]=4)[CH2:31][CH2:32]3)[C:24](=[O:26])[NH:25][C:21]=2[CH:20]=1. The catalyst class is: 6. (2) Reactant: [CH3:1][O:2][C:3]([C:5]1[N:6]=[C:7]([NH2:10])[S:8][CH:9]=1)=[O:4].[C:11]([NH:18][C@H:19]([C:27](O)=[O:28])[CH2:20][C:21]1[CH:26]=[CH:25][CH:24]=[CH:23][CH:22]=1)([O:13][C:14]([CH3:17])([CH3:16])[CH3:15])=[O:12].ON1C2C=CC=CC=2N=N1.C(N=C=NC(C)C)(C)C. Product: [CH3:1][O:2][C:3]([C:5]1[N:6]=[C:7]([NH:10][C:27](=[O:28])[C@@H:19]([NH:18][C:11]([O:13][C:14]([CH3:16])([CH3:15])[CH3:17])=[O:12])[CH2:20][C:21]2[CH:26]=[CH:25][CH:24]=[CH:23][CH:22]=2)[S:8][CH:9]=1)=[O:4]. The catalyst class is: 120. (3) Reactant: Cl.Cl.[CH:3]1([O:6][C:7]2[CH:31]=[CH:30][C:29]([O:32][C:33]([F:36])([F:35])[F:34])=[CH:28][C:8]=2[CH2:9][NH:10][C@H:11]2[C@@H:17](F)[CH2:16][C@@H:15]3[NH:19][C@@:12]2([C:22]2[CH:27]=[CH:26][CH:25]=[CH:24][CH:23]=2)[CH2:13][C@H:14]3[CH2:20]O)[CH2:5][CH2:4]1.C1(P(C2C=CC=CC=2)C2C=CC=CC=2)C=CC=CC=1.C(Br)(Br)(Br)[Br:57].O. Product: [Br:57][CH2:20][C@@H:14]1[CH2:13][C@:12]2([C:22]3[CH:27]=[CH:26][CH:25]=[CH:24][CH:23]=3)[NH:19][C@H:15]1[CH2:16][CH2:17][C@H:11]2[NH:10][CH2:9][C:8]1[CH:28]=[C:29]([O:32][C:33]([F:34])([F:35])[F:36])[CH:30]=[CH:31][C:7]=1[O:6][CH:3]1[CH2:4][CH2:5]1. The catalyst class is: 4. (4) Reactant: [C:1]([O:5][C:6]([N:8]1[CH2:13][CH2:12][CH2:11][C@@H:10]([C:14]([OH:16])=O)[CH2:9]1)=[O:7])([CH3:4])([CH3:3])[CH3:2].[CH3:17][NH:18][NH2:19]. Product: [CH3:17][NH:18][NH:19][C:14]([C@@H:10]1[CH2:11][CH2:12][CH2:13][N:8]([C:6]([O:5][C:1]([CH3:4])([CH3:3])[CH3:2])=[O:7])[CH2:9]1)=[O:16]. The catalyst class is: 2. (5) Reactant: [CH3:1][NH:2][CH2:3][CH2:4][OH:5].[C:14](O[C:14]([O:16][C:17]([CH3:20])([CH3:19])[CH3:18])=[O:15])([O:16][C:17]([CH3:20])([CH3:19])[CH3:18])=[O:15]. Product: [C:17]([O:16][C:14](=[O:15])[N:2]([CH2:3][CH2:4][OH:5])[CH3:1])([CH3:18])([CH3:19])[CH3:20]. The catalyst class is: 594.